Predict the reaction yield, written as a fraction of the theoretical maximum amount of product (1.0 means a 100% yield; for example, 0.34 means a 34% yield). From a dataset of Reaction yield outcomes from USPTO patents with 853,638 reactions. (1) The reactants are Cl[C:2]1[CH:25]=[CH:24][C:5]([CH2:6][C:7]2[N:17]([CH:18]3[CH2:23][CH2:22][CH2:21][CH2:20][CH2:19]3)[C:10]3[N:11]=[C:12]([C:15]#[N:16])[N:13]=[CH:14][C:9]=3[CH:8]=2)=[CH:4][CH:3]=1.[CH3:26][N:27]1[CH2:32][CH2:31][NH:30][CH2:29][CH2:28]1.C(=O)([O-])[O-].[Cs+].[Cs+].C(P(C(C)(C)C)C1C=CC=CC=1C1C=CC=CC=1)(C)(C)C. The catalyst is C1(C)C=CC=CC=1.C([O-])(=O)C.[Pd+2].C([O-])(=O)C. The product is [CH:18]1([N:17]2[C:10]3[N:11]=[C:12]([C:15]#[N:16])[N:13]=[CH:14][C:9]=3[CH:8]=[C:7]2[CH2:6][C:5]2[CH:24]=[CH:25][C:2]([N:30]3[CH2:31][CH2:32][N:27]([CH3:26])[CH2:28][CH2:29]3)=[CH:3][CH:4]=2)[CH2:23][CH2:22][CH2:21][CH2:20][CH2:19]1. The yield is 0.400. (2) The reactants are [Cl:1][C:2]1[CH:7]=[CH:6][C:5]([N:8]([C@H:12]2[C:21]3[C:16](=[CH:17][CH:18]=[CH:19][CH:20]=3)[N:15]([C:22](=[O:39])[C:23]3[CH:28]=[CH:27][C:26]([O:29][CH2:30][CH2:31][CH2:32][N:33]4[CH2:38][CH2:37][NH:36][CH2:35][CH2:34]4)=[CH:25][CH:24]=3)[C@@H:14]([CH3:40])[CH2:13]2)[C:9](=[O:11])[CH3:10])=[CH:4][CH:3]=1.[C:41](Cl)(=[O:43])[CH3:42].CCN(C(C)C)C(C)C. The catalyst is C(Cl)Cl. The product is [C:41]([N:36]1[CH2:35][CH2:34][N:33]([CH2:32][CH2:31][CH2:30][O:29][C:26]2[CH:27]=[CH:28][C:23]([C:22]([N:15]3[C:16]4[C:21](=[CH:20][CH:19]=[CH:18][CH:17]=4)[C@H:12]([N:8]([C:5]4[CH:6]=[CH:7][C:2]([Cl:1])=[CH:3][CH:4]=4)[C:9](=[O:11])[CH3:10])[CH2:13][C@@H:14]3[CH3:40])=[O:39])=[CH:24][CH:25]=2)[CH2:38][CH2:37]1)(=[O:43])[CH3:42]. The yield is 0.570. (3) The reactants are [NH2:1][C:2]1[N:6]=[CH:5][N:4]([C:7]2[CH:14]=[CH:13][C:12](/[CH:15]=[CH:16]/[CH:17]([C:22]3[CH:27]=[C:26]([Cl:28])[C:25]([Cl:29])=[C:24]([Cl:30])[CH:23]=3)[C:18]([F:21])([F:20])[F:19])=[CH:11][C:8]=2[C:9]#[N:10])[N:3]=1.[CH:31]1([C:34](Cl)=[O:35])[CH2:33][CH2:32]1. The catalyst is C(Cl)Cl. The product is [C:9]([C:8]1[CH:11]=[C:12](/[CH:15]=[CH:16]/[CH:17]([C:22]2[CH:23]=[C:24]([Cl:30])[C:25]([Cl:29])=[C:26]([Cl:28])[CH:27]=2)[C:18]([F:19])([F:20])[F:21])[CH:13]=[CH:14][C:7]=1[N:4]1[CH:5]=[N:6][C:2]([NH:1][C:34]([CH:31]2[CH2:33][CH2:32]2)=[O:35])=[N:3]1)#[N:10]. The yield is 0.340. (4) The reactants are [Br:1][C:2]1[CH:7]=[CH:6][C:5]([O:8][CH3:9])=[CH:4][C:3]=1[NH2:10].C(O[CH:14]=[C:15]([C:21]([O:23][CH2:24][CH3:25])=[O:22])[C:16]([O:18][CH2:19][CH3:20])=[O:17])C. No catalyst specified. The product is [CH2:19]([O:18][C:16](=[O:17])[C:15](=[CH:14][NH:10][C:3]1[CH:4]=[C:5]([O:8][CH3:9])[CH:6]=[CH:7][C:2]=1[Br:1])[C:21]([O:23][CH2:24][CH3:25])=[O:22])[CH3:20]. The yield is 0.810. (5) The reactants are C([O:3][C:4](=[O:21])[CH:5]([C:12]1[CH:17]=[CH:16][C:15]([N+:18]([O-:20])=[O:19])=[CH:14][CH:13]=1)[CH2:6][CH:7]1[CH2:11][CH2:10][CH2:9][CH2:8]1)C.[OH-].[Li+]. The catalyst is O1CCCC1.O. The product is [CH:7]1([CH2:6][CH:5]([C:12]2[CH:17]=[CH:16][C:15]([N+:18]([O-:20])=[O:19])=[CH:14][CH:13]=2)[C:4]([OH:21])=[O:3])[CH2:11][CH2:10][CH2:9][CH2:8]1. The yield is 0.936. (6) The reactants are [Cl:1][C:2]1[CH:3]=[C:4]([C:11]#N)[CH:5]=[C:6]2[C:10]=1[NH:9][N:8]=[CH:7]2.[OH2:13].[OH-:14].[K+]. The catalyst is C(O)C. The product is [Cl:1][C:2]1[CH:3]=[C:4]([C:11]([OH:14])=[O:13])[CH:5]=[C:6]2[C:10]=1[NH:9][N:8]=[CH:7]2. The yield is 0.600. (7) The reactants are C([O:3][C:4](=[O:12])[CH2:5][N:6]1[CH2:11][CH2:10][O:9][CH2:8][CH2:7]1)C.[OH-].[K+:14]. The catalyst is C(O)C. The product is [K+:14].[N:6]1([CH2:5][C:4]([O-:12])=[O:3])[CH2:11][CH2:10][O:9][CH2:8][CH2:7]1. The yield is 1.00. (8) The reactants are [CH3:1][C:2]1[NH:3][C:4](=[O:26])[C:5]([CH2:11][C:12]2[CH:17]=[CH:16][C:15]([C:18]3[C:19]([C:24]#[N:25])=[CH:20][CH:21]=[CH:22][CH:23]=3)=[CH:14][CH:13]=2)=[C:6]([CH2:8][CH2:9][CH3:10])[N:7]=1.[H-].[Na+].CN(C)C=O.Br[CH2:35][C:36]1[S:37][CH:38]=[CH:39][CH:40]=1. The catalyst is C(OCC)(=O)C. The product is [CH3:1][C:2]1[N:3]([CH2:35][C:36]2[S:37][CH:38]=[CH:39][CH:40]=2)[C:4](=[O:26])[C:5]([CH2:11][C:12]2[CH:17]=[CH:16][C:15]([C:18]3[C:19]([C:24]#[N:25])=[CH:20][CH:21]=[CH:22][CH:23]=3)=[CH:14][CH:13]=2)=[C:6]([CH2:8][CH2:9][CH3:10])[N:7]=1. The yield is 0.580.